Dataset: Full USPTO retrosynthesis dataset with 1.9M reactions from patents (1976-2016). Task: Predict the reactants needed to synthesize the given product. (1) The reactants are: [CH:1]1([NH:5][C:6]([C@@H:8]2[CH2:12][CH2:11][CH2:10][N:9]2[C:13](=[O:35])[CH2:14][O:15][C:16]2[N:20]([C:21]3[CH:26]=[CH:25][CH:24]=[CH:23][CH:22]=3)[N:19]=[C:18]([C:27]([NH:29][C@@H:30]([CH3:34])[C:31](O)=[O:32])=[O:28])[CH:17]=2)=[O:7])[CH2:4][CH2:3][CH2:2]1.CCN(C(C)C)C(C)C.CN(C(ON1N=NC2C=CC=NC1=2)=[N+](C)C)C.F[P-](F)(F)(F)(F)F.[CH2:69]([O:71][C:72]([N:74]1[CH2:79][CH2:78][NH:77][CH2:76][CH2:75]1)=[O:73])[CH3:70]. Given the product [CH2:69]([O:71][C:72]([N:74]1[CH2:75][CH2:76][N:77]([C:31](=[O:32])[C@@H:30]([NH:29][C:27]([C:18]2[CH:17]=[C:16]([O:15][CH2:14][C:13]([N:9]3[CH2:10][CH2:11][CH2:12][C@H:8]3[C:6](=[O:7])[NH:5][CH:1]3[CH2:2][CH2:3][CH2:4]3)=[O:35])[N:20]([C:21]3[CH:22]=[CH:23][CH:24]=[CH:25][CH:26]=3)[N:19]=2)=[O:28])[CH3:34])[CH2:78][CH2:79]1)=[O:73])[CH3:70], predict the reactants needed to synthesize it. (2) Given the product [Cl:20][C:21]1[C:29]2[C:24](=[CH:25][C:26]([F:31])=[C:27]([NH:30][C:16]([C:9]3[CH:8]([C:5]4[CH:6]=[CH:7][C:2]([Cl:1])=[CH:3][C:4]=4[F:19])[CH2:13][C:12](=[O:14])[NH:11][C:10]=3[CH3:15])=[O:18])[CH:28]=2)[NH:23][N:22]=1, predict the reactants needed to synthesize it. The reactants are: [Cl:1][C:2]1[CH:7]=[CH:6][C:5]([CH:8]2[CH2:13][C:12](=[O:14])[NH:11][C:10]([CH3:15])=[C:9]2[C:16]([OH:18])=O)=[C:4]([F:19])[CH:3]=1.[Cl:20][C:21]1[C:29]2[C:24](=[CH:25][C:26]([F:31])=[C:27]([NH2:30])[CH:28]=2)[NH:23][N:22]=1.C(Cl)CCl.CCN(CC)CC. (3) The reactants are: [F:1][C:2]([F:24])([C:17]1[CH:22]=[CH:21][C:20]([F:23])=[CH:19][N:18]=1)[C:3]1[N:12]=[C:11]([OH:13])[C:10]2[C:5](=[C:6]([C:14]([OH:16])=[O:15])[CH:7]=[CH:8][CH:9]=2)[N:4]=1.Cl.[CH3:26]COCC. Given the product [F:24][C:2]([F:1])([C:17]1[CH:22]=[CH:21][C:20]([F:23])=[CH:19][N:18]=1)[C:3]1[NH:12][C:11](=[O:13])[C:10]2[C:5](=[C:6]([C:14]([O:16][CH3:26])=[O:15])[CH:7]=[CH:8][CH:9]=2)[N:4]=1, predict the reactants needed to synthesize it. (4) Given the product [Br:11][CH2:1][C:2]1[C:9]([Cl:10])=[CH:8][CH:7]=[CH:6][C:3]=1[C:4]#[N:5], predict the reactants needed to synthesize it. The reactants are: [CH3:1][C:2]1[C:9]([Cl:10])=[CH:8][CH:7]=[CH:6][C:3]=1[C:4]#[N:5].[Br:11]N1C(=O)CCC1=O. (5) Given the product [Cl:15][C:13]1[CH:12]=[C:11]2[C:6]([C:7]([CH3:25])=[C:8]([CH2:17][C:18]3[CH:19]=[CH:20][C:21]([Cl:24])=[CH:22][CH:23]=3)[C:9]([CH3:16])=[N:10]2)=[C:5]([CH2:4][C:3]([OH:26])=[O:2])[CH:14]=1, predict the reactants needed to synthesize it. The reactants are: C[O:2][C:3](=[O:26])[CH2:4][C:5]1[CH:14]=[C:13]([Cl:15])[CH:12]=[C:11]2[C:6]=1[C:7]([CH3:25])=[C:8]([CH2:17][C:18]1[CH:23]=[CH:22][C:21]([Cl:24])=[CH:20][CH:19]=1)[C:9]([CH3:16])=[N:10]2.CO.O.[OH-].[Li+]. (6) Given the product [OH:38][NH:37][C:34](=[NH:35])[C:31]1[CH:30]=[CH:29][C:28]([C:13]2[N:9]3[N:10]=[CH:11][CH:12]=[C:7]([N:4]4[CH2:3][CH2:2][O:1][CH2:6][CH2:5]4)[C:8]3=[N:15][C:14]=2[C:16]#[C:17][C:18]2[CH:27]=[CH:26][C:25]3[C:20](=[CH:21][CH:22]=[CH:23][CH:24]=3)[N:19]=2)=[CH:33][N:32]=1, predict the reactants needed to synthesize it. The reactants are: [O:1]1[CH2:6][CH2:5][N:4]([C:7]2[C:8]3[N:9]([C:13]([C:28]4[CH:29]=[CH:30][C:31]([C:34]#[N:35])=[N:32][CH:33]=4)=[C:14]([C:16]#[C:17][C:18]4[CH:27]=[CH:26][C:25]5[C:20](=[CH:21][CH:22]=[CH:23][CH:24]=5)[N:19]=4)[N:15]=3)[N:10]=[CH:11][CH:12]=2)[CH2:3][CH2:2]1.Cl.[NH2:37][OH:38].C(=O)([O-])[O-].[Na+].[Na+].